Dataset: Forward reaction prediction with 1.9M reactions from USPTO patents (1976-2016). Task: Predict the product of the given reaction. (1) Given the reactants [CH2:1]([N:8]1[CH2:13][CH2:12][NH:11][CH:10]([CH3:14])[CH2:9]1)[C:2]1[CH:7]=[CH:6][CH:5]=[CH:4][CH:3]=1.Cl[C:16]1[CH:17]=[CH:18][C:19]2[N:20]([C:22]([C:25]([Cl:28])([F:27])[F:26])=[N:23][N:24]=2)[N:21]=1, predict the reaction product. The product is: [CH2:1]([N:8]1[CH2:13][CH2:12][N:11]([C:16]2[CH:17]=[CH:18][C:19]3[N:20]([C:22]([C:25]([Cl:28])([F:27])[F:26])=[N:23][N:24]=3)[N:21]=2)[CH:10]([CH3:14])[CH2:9]1)[C:2]1[CH:3]=[CH:4][CH:5]=[CH:6][CH:7]=1. (2) Given the reactants [N:1]1([CH2:7][C:8]2[CH:9]=[C:10]3[C:15](=[CH:16][CH:17]=2)[C@H:14]([N:18]2C(=O)C4C(=CC=CC=4)C2=O)[CH2:13][CH2:12][CH2:11]3)[CH2:6][CH2:5][CH2:4][CH2:3][CH2:2]1.NN, predict the reaction product. The product is: [N:1]1([CH2:7][C:8]2[CH:9]=[C:10]3[C:15](=[CH:16][CH:17]=2)[C@H:14]([NH2:18])[CH2:13][CH2:12][CH2:11]3)[CH2:2][CH2:3][CH2:4][CH2:5][CH2:6]1. (3) Given the reactants [F:1][C:2]([F:24])([F:23])[S:3]([O:6][C:7]1[C:15]2[CH2:14][CH2:13][N:12]([C:16]([O:18][C:19]([CH3:22])([CH3:21])[CH3:20])=[O:17])[CH2:11][C:10]=2[NH:9][N:8]=1)(=[O:5])=[O:4].[H-].[Na+].[CH3:27][Si:28]([CH3:35])([CH3:34])[CH2:29][CH2:30][O:31][CH2:32]Cl.O, predict the reaction product. The product is: [F:24][C:2]([F:23])([F:1])[S:3]([O:6][C:7]1[C:15]2[CH2:14][CH2:13][N:12]([C:16]([O:18][C:19]([CH3:21])([CH3:20])[CH3:22])=[O:17])[CH2:11][C:10]=2[N:9]([CH2:32][O:31][CH2:30][CH2:29][Si:28]([CH3:35])([CH3:34])[CH3:27])[N:8]=1)(=[O:4])=[O:5]. (4) Given the reactants [F:1][CH:2]([C:7]1[CH:8]=[C:9]([CH:29]=[CH:30][CH:31]=1)[CH2:10][CH:11]([NH:21]C(=O)OC(C)(C)C)[CH:12]([C:14]1[CH:19]=[CH:18][C:17]([F:20])=[CH:16][CH:15]=1)[OH:13])[C:3]([F:6])([CH3:5])[CH3:4], predict the reaction product. The product is: [NH2:21][CH:11]([CH2:10][C:9]1[CH:29]=[CH:30][CH:31]=[C:7]([CH:2]([F:1])[C:3]([F:6])([CH3:5])[CH3:4])[CH:8]=1)[CH:12]([C:14]1[CH:19]=[CH:18][C:17]([F:20])=[CH:16][CH:15]=1)[OH:13]. (5) Given the reactants Cl[C:2]1[C:11]2[C:6](=[CH:7][C:8]([O:15][CH2:16][CH3:17])=[C:9]([O:12][CH2:13][CH3:14])[CH:10]=2)[N:5]=[CH:4][C:3]=1[C:18]([NH2:20])=[O:19].[NH2:21][C:22]1[CH:31]=[CH:30][CH:29]=[C:28]2[C:23]=1[CH2:24][CH2:25][N:26]([C:32]([O:34][C:35]([CH3:38])([CH3:37])[CH3:36])=[O:33])[CH2:27]2.C(O)(=O)C, predict the reaction product. The product is: [NH2:20][C:18]([C:3]1[CH:4]=[N:5][C:6]2[C:11]([C:2]=1[NH:21][C:22]1[CH:31]=[CH:30][CH:29]=[C:28]3[C:23]=1[CH2:24][CH2:25][N:26]([C:32]([O:34][C:35]([CH3:38])([CH3:37])[CH3:36])=[O:33])[CH2:27]3)=[CH:10][C:9]([O:12][CH2:13][CH3:14])=[C:8]([O:15][CH2:16][CH3:17])[CH:7]=2)=[O:19]. (6) Given the reactants [BH4-].[Na+].[NH2:3][C@@H:4]1[CH2:9][CH2:8][CH2:7][CH2:6][C@H:5]1[NH:10][C:11]1[CH:18]=[C:17]([C:19]([F:22])([F:21])[F:20])[CH:16]=[CH:15][C:12]=1[C:13]#[N:14].[C:23](O)(=O)[CH3:24], predict the reaction product. The product is: [CH2:23]([NH:3][C@@H:4]1[CH2:9][CH2:8][CH2:7][CH2:6][C@H:5]1[NH:10][C:11]1[CH:18]=[C:17]([C:19]([F:20])([F:21])[F:22])[CH:16]=[CH:15][C:12]=1[C:13]#[N:14])[CH3:24]. (7) Given the reactants [NH:1]1[C:9]2[CH:8]=[CH:7][CH:6]=[C:5]([C:10]([OH:12])=O)[C:4]=2[CH:3]=[CH:2]1.CCN=C=NCCCN(C)C.Cl.C1C=C2N=NN(O)C2=CC=1.O.O[N:37]=[C:38]([NH2:55])[C:39]1[CH:44]=[CH:43][C:42]([O:45][C@@H:46]2[CH2:50][CH2:49][O:48][CH2:47]2)=[C:41]([C:51]([F:54])([F:53])[F:52])[CH:40]=1, predict the reaction product. The product is: [NH:1]1[C:9]2[C:4](=[C:5]([C:10]3[O:12][N:55]=[C:38]([C:39]4[CH:44]=[CH:43][C:42]([O:45][C@@H:46]5[CH2:50][CH2:49][O:48][CH2:47]5)=[C:41]([C:51]([F:54])([F:52])[F:53])[CH:40]=4)[N:37]=3)[CH:6]=[CH:7][CH:8]=2)[CH:3]=[CH:2]1.